From a dataset of Full USPTO retrosynthesis dataset with 1.9M reactions from patents (1976-2016). Predict the reactants needed to synthesize the given product. (1) The reactants are: Br[C:2]1[CH:3]=[CH:4][C:5]([S:8]([NH:11][CH2:12][CH2:13][NH:14][S:15]([CH3:18])(=[O:17])=[O:16])(=[O:10])=[O:9])=[N:6][CH:7]=1.[F:19][C:20]1[CH:28]=[C:27]2[C:23]([C:24](B3OC(C)(C)C(C)(C)O3)=[CH:25][N:26]2[C:29]([O:31][C:32]([CH3:35])([CH3:34])[CH3:33])=[O:30])=[CH:22][CH:21]=1. Given the product [F:19][C:20]1[CH:28]=[C:27]2[C:23]([C:24]([C:2]3[CH:7]=[N:6][C:5]([S:8](=[O:10])(=[O:9])[NH:11][CH2:12][CH2:13][NH:14][S:15]([CH3:18])(=[O:17])=[O:16])=[CH:4][CH:3]=3)=[CH:25][N:26]2[C:29]([O:31][C:32]([CH3:35])([CH3:34])[CH3:33])=[O:30])=[CH:22][CH:21]=1, predict the reactants needed to synthesize it. (2) The reactants are: [I:1]N1C(=O)CCC1=O.[Cl:9][C:10]1[CH:11]=[C:12]([OH:17])[CH:13]=[CH:14][C:15]=1[F:16].S(=O)(=O)(O)O.CCCCCCC. Given the product [Cl:9][C:10]1[C:15]([F:16])=[CH:14][C:13]([I:1])=[C:12]([OH:17])[CH:11]=1, predict the reactants needed to synthesize it. (3) The reactants are: [F:1][C:2]([F:25])([F:24])[C:3]1[CH:19]=[C:18]([C:20]([F:23])([F:22])[F:21])[CH:17]=[CH:16][C:4]=1[CH2:5][O:6][C:7]1[CH:14]=[CH:13][C:10]([CH:11]=O)=[CH:9][C:8]=1[F:15].[CH3:26][NH:27][C:28]1[CH2:32][S:31][C:30](=[O:33])[N:29]=1.CC(C)([O-])C.[K+].O. Given the product [F:25][C:2]([F:1])([F:24])[C:3]1[CH:19]=[C:18]([C:20]([F:23])([F:22])[F:21])[CH:17]=[CH:16][C:4]=1[CH2:5][O:6][C:7]1[CH:14]=[CH:13][C:10](/[CH:11]=[C:32]2/[C:28]([NH:27][CH3:26])=[N:29][C:30](=[O:33])[S:31]/2)=[CH:9][C:8]=1[F:15], predict the reactants needed to synthesize it.